This data is from Catalyst prediction with 721,799 reactions and 888 catalyst types from USPTO. The task is: Predict which catalyst facilitates the given reaction. (1) Reactant: Br[CH2:2][C:3]1[N:8](/[CH:9]=[CH:10]/[C:11]2[CH:23]=[CH:22][C:14]([C:15]([O:17]C(C)(C)C)=[O:16])=[CH:13][CH:12]=2)[C:7](=[O:24])[C:6]([Cl:25])=[CH:5][C:4]=1[Cl:26].C(=O)([O-])[O-].[K+].[K+].[CH2:33]([C:35]1[CH:36]=[C:37]([OH:41])[CH:38]=[CH:39][CH:40]=1)[CH3:34].[Cl-].[NH4+]. Product: [Cl:25][C:6]1[C:7](=[O:24])[N:8](/[CH:9]=[CH:10]/[C:11]2[CH:12]=[CH:13][C:14]([C:15]([OH:17])=[O:16])=[CH:22][CH:23]=2)[C:3]([CH2:2][O:41][C:37]2[CH:38]=[CH:39][CH:40]=[C:35]([CH2:33][CH3:34])[CH:36]=2)=[C:4]([Cl:26])[CH:5]=1. The catalyst class is: 372. (2) Reactant: Br[C:2]1[CH:3]=[N:4][C:5]([O:8][CH3:9])=[N:6][CH:7]=1.[C:10]([C:12]1[CH2:13][CH2:14][N:15]([C:18]([O:20][C:21]([CH3:24])([CH3:23])[CH3:22])=[O:19])[CH2:16][CH:17]=1)#[CH:11].C(NC(C)C)(C)C. Product: [CH3:9][O:8][C:5]1[N:4]=[CH:3][C:2]([C:11]#[C:10][C:12]2[CH2:17][CH2:16][N:15]([C:18]([O:20][C:21]([CH3:24])([CH3:23])[CH3:22])=[O:19])[CH2:14][CH:13]=2)=[CH:7][N:6]=1. The catalyst class is: 189. (3) Reactant: C([Li])CCC.Br[C:7]1[CH:12]=[CH:11][C:10]([Cl:13])=[CH:9][C:8]=1[C:14]1([CH3:19])[O:18][CH2:17][CH2:16][O:15]1.CN([CH:23]=[O:24])C. Product: [Cl:13][C:10]1[CH:11]=[CH:12][C:7]([CH:23]=[O:24])=[C:8]([C:14]2([CH3:19])[O:18][CH2:17][CH2:16][O:15]2)[CH:9]=1. The catalyst class is: 1. (4) Reactant: [CH2:1]([C:3]1[C:11]2[C:6](=[C:7]([N+:16]([O-])=O)[CH:8]=[C:9]([C:12]([O:14][CH3:15])=[O:13])[CH:10]=2)[NH:5][CH:4]=1)[CH3:2].C(=C1/CNC2C/1=CC(C(OC)=O)=CC=2[N+]([O-])=O)/C. Product: [NH2:16][C:7]1[CH:8]=[C:9]([C:12]([O:14][CH3:15])=[O:13])[CH:10]=[C:11]2[C:6]=1[NH:5][CH:4]=[C:3]2[CH2:1][CH3:2]. The catalyst class is: 787. (5) Reactant: [BH4-].[Na+].[Cl:3][C:4]1[CH:5]=[N:6][CH:7]=[C:8]([Cl:12])[C:9]=1[CH:10]=[O:11]. Product: [Cl:3][C:4]1[CH:5]=[N:6][CH:7]=[C:8]([Cl:12])[C:9]=1[CH2:10][OH:11]. The catalyst class is: 8. (6) Reactant: [C:1]([O:5][C:6]([N:8]1[CH2:13][CH:12]=[C:11]([O:14][Si](C)(C)C)[CH2:10][CH2:9]1)=[O:7])([CH3:4])([CH3:3])[CH3:2].[B-](F)(F)(F)[F:20].[B-](F)(F)(F)F.C1[N+]2(CCl)CC[N+](F)(CC2)C1.CCOC(C)=O. Product: [C:1]([O:5][C:6]([N:8]1[CH2:13][CH2:12][C:11](=[O:14])[CH:10]([F:20])[CH2:9]1)=[O:7])([CH3:4])([CH3:3])[CH3:2]. The catalyst class is: 23. (7) Reactant: [Cl:1][C:2]1[CH:18]=[C:17]([N+:19]([O-])=O)[CH:16]=[CH:15][C:3]=1[O:4][C:5]1[CH:13]=[C:12]2[C:8]([CH2:9][CH2:10][C:11]2=[O:14])=[CH:7][CH:6]=1.[Cl-].[Ca+2].[Cl-].O. Product: [NH2:19][C:17]1[CH:16]=[CH:15][C:3]([O:4][C:5]2[CH:13]=[C:12]3[C:8]([CH2:9][CH2:10][C:11]3=[O:14])=[CH:7][CH:6]=2)=[C:2]([Cl:1])[CH:18]=1. The catalyst class is: 8. (8) Reactant: [C:1]1([CH3:10])[C:2]([C:7]([OH:9])=[O:8])=[CH:3][CH:4]=[CH:5][CH:6]=1.[Br:11]N1C(=O)CCC1=O. Product: [Br:11][CH2:10][C:1]1[CH:6]=[CH:5][CH:4]=[CH:3][C:2]=1[C:7]([OH:9])=[O:8]. The catalyst class is: 22. (9) Reactant: Cl.[CH3:2][N:3]1[CH2:8][CH2:7][CH2:6][C:5]2([CH2:13][CH2:12][CH2:11][NH:10][CH2:9]2)[C:4]1=[O:14].C(N(CC)CC)C.[F:22][C:23]([F:35])([F:34])[C:24]1[CH:29]=[CH:28][C:27]([S:30](Cl)(=[O:32])=[O:31])=[CH:26][CH:25]=1. Product: [CH3:2][N:3]1[CH2:8][CH2:7][CH2:6][C:5]2([CH2:13][CH2:12][CH2:11][N:10]([S:30]([C:27]3[CH:26]=[CH:25][C:24]([C:23]([F:22])([F:34])[F:35])=[CH:29][CH:28]=3)(=[O:32])=[O:31])[CH2:9]2)[C:4]1=[O:14]. The catalyst class is: 154.